From a dataset of Experimentally validated miRNA-target interactions with 360,000+ pairs, plus equal number of negative samples. Binary Classification. Given a miRNA mature sequence and a target amino acid sequence, predict their likelihood of interaction. (1) The miRNA is hsa-miR-1972 with sequence UCAGGCCAGGCACAGUGGCUCA. The protein sequence of the target gene is MKTPGVLLLILGLLASSSFAIIRIPLRKFTSIRRTMTEVGGSVEDLILKGPITKYSMQSSPKTTEPVSELLKNYLDAQYYGDIGIGTPPQCFTVVFDTGSSNLWVPSIHCKILDIACWVHHKYNSDKSSTYVKNGTSFDIHYGSGSLSGYLSQDTVSVPCKSDQSKARGIKVEKQIFGEATKQPGIVFVAAKFDGILGMGYPHISVNNVLPVFDNLMQQKLVDKNIFSFYLNRDPEGQPGGELMLGGTDSKYYHGELSYLNVTRKAYWQVHMDQLEVGNELTLCKGGCEAIVDTGTSLLV.... Result: 0 (no interaction). (2) The miRNA is hsa-miR-6842-5p with sequence UGGGGGUGGUCUCUAGCCAAGG. The protein sequence of the target gene is MEWGSESAAVRRHRVGVERREGAAAAPPPEREARAQEPLVDGCSGGGRTRKRSPGGSGGASRGAGTGLSEVRAALGLALYLIALRTLVQLSLQQLVLRGAAGHRGEFDALQARDYLEHITSIGPRTTGSPENEILTVHYLLEQIKLIEVQSNSLHKISVDVQRPTGSFSIDFLGGFTSYYDNITNVVVKLEPRDGAQHAVLANCHFDSVANSPGASDDAVSCSVMLEVLRVLSTSSEALHHAVIFLFNGAEENVLQASHGFITQHPWASLIRAFINLEAAGVGGKELVFQTGPENPWLVQ.... Result: 0 (no interaction). (3) The miRNA is mmu-miR-466d-5p with sequence UGUGUGUGCGUACAUGUACAUG. The protein sequence of the target gene is MATKEKLQCLKDFHKDILKPSPGKSPGTRPEDEADGKPPQREKWSSKIDFVLSVAGGFVGLGNVWRFPYLCYKNGGGAFLIPYFIFLFGSGLPVFFLEVIIGQYTSEGGITCWEKICPLFSGIGYASIVIVSLLNVYYIVILAWATYYLFHSFQKDLPWAHCNHSWNTPQCMEDTLRRNESHWVSLSTANFTSPVIEFWERNVLSLSSGIDNPGSLKWDLALCLLLVWLVCFFCIWKGVRSTGKVVYFTATFPFAMLLVLLVRGLTLPGAGEGIKFYLYPDISRLGDPQVWIDAGTQIFF.... Result: 1 (interaction). (4) The miRNA is hsa-miR-651-3p with sequence AAAGGAAAGUGUAUCCUAAAAG. The protein sequence of the target gene is MHLSQLIACALLLALLSLRPSEAKPGTPPKVPRTPPGEELADSQAAGGNQKKGDKTPGSGGANLKGDRSRLLRDLRVDTKSRAAWARLLHEHPNARKYKGGNKKGLSKGCFGLKLDRIGSMSGLGC. Result: 0 (no interaction). (5) The miRNA is mmu-miR-21a-5p with sequence UAGCUUAUCAGACUGAUGUUGA. The protein sequence of the target gene is MEEIPAQEAAGSPRVQFQSLETQSECLSPEPQFVQDTDMEQGLTGDGETREENKLLIPKQKISEEVHSYKVRVGRLKHDITQVPETREVYKSEDRLERLQEILRKFLYLEREFRQITISKETFTSEKNNECHEPEKSFSLDSTIDADQRVLRIQNTDDNDKYDMSFNQNSASGKHEHLNLTEDFQSSECKESLMDLSHLNKWESIPNTEKSYKCDVCGKIFHQSSALTRHQRIHTREKPYKCKECEKSFSQSSSLSRHKRIHTREKPYKCEASDKSCEASDKSCSPSSGIIQHKKIHTRA.... Result: 0 (no interaction). (6) The miRNA is hsa-miR-6746-5p with sequence CCGGGAGAAGGAGGUGGCCUGG. The protein sequence of the target gene is MWELRSIAFSRAVFAEFLATLLFVFFGLGSALNWPQALPSVLQIAMAFGLGIGTLVQALGHISGAHINPAVTVACLVGCHVSVLRAAFYVAAQLLGAVAGAALLHEITPADIRGDLAVNALSNSTTAGQAVTVELFLTLQLVLCIFASTDERRGENPGTPALSIGFSVALGHLLGIHYTGCSMNPARSLAPAVVTGKFDDHWVFWIGPLVGAILGSLLYNYVLFPPAKSLSERLAVLKGLEPDTDWEEREVRRRQSVELHSPQSLPRGTKA. Result: 1 (interaction).